The task is: Binary Classification. Given a miRNA mature sequence and a target amino acid sequence, predict their likelihood of interaction.. This data is from Experimentally validated miRNA-target interactions with 360,000+ pairs, plus equal number of negative samples. (1) The miRNA is hsa-miR-3938 with sequence AAUUCCCUUGUAGAUAACCCGG. The protein sequence of the target gene is MTTSQKHRDFVAEPMGEKPVGSLAGIGEVLGKKLEERGFDKAYVVLGQFLVLKKDEDLFREWLKDTCGANAKQSRDCFGCLREWCDAFL. Result: 0 (no interaction). (2) The protein sequence of the target gene is MAEDKHNKNPLKMLESLGKELISGLLDDFVEKNVLKLEEEEKKKIYDAKLQDKARVLVDSIRQKNQEAGQVFVQTFLNIDKNSTSIKAPEETVAGPDESVGSAATLKLCPHEEFLKLCKERAGEIYPIKERKDRTRLALIICNTEFDHMPPRNGAALDILGMKQLLEGLGYTVEVEEKLTARDMESVLWKFAAREEHKSSDSTFLVFMSHGILDGICGTMHSEEEPDVLPYDTIFRTFNNRNCLSLKDKPKVIIVQACRGANRGELWVSDSPPALADSFSQSSENLEEDAVYKTHVEKDF.... The miRNA is dme-miR-9a-5p with sequence UCUUUGGUUAUCUAGCUGUAUGA. Result: 0 (no interaction). (3) The miRNA is hsa-miR-520h with sequence ACAAAGUGCUUCCCUUUAGAGU. The protein sequence of the target gene is MGPPLAPRPAHVPGEAGPRRTRESRPGAVSFADVAVYFSPEEWECLRPAQRALYRDVMRETFGHLGALGFSVPKPAFISWVEGEVEAWSPEAQDPDGESSAAFSRGQGQEAGSRDGNEEKERLKKCPKQKEVAHEVAVKEWWPSVACPEFCNPRQSPMNPWLKDTLTRRLPHSCPDCGRNFSYPSLLASHQRVHSGERPFSCGQCQARFSQRRYLLQHQFIHTGEKPYPCPDCGRRFRQRGSLAIHRRAHTGEKPYACSDCKSRFTYPYLLAIHQRKHTGEKPYSCPDCSLRFAYTSLLA.... Result: 1 (interaction). (4) The miRNA is hsa-miR-3944-3p with sequence UUCGGGCUGGCCUGCUGCUCCGG. The protein sequence of the target gene is MSDPITLNVGGKLYTTSLATLTSFPDSMLGAMFSGKMPTKRDSQGNCFIDRDGKVFRYILNFLRTSHLDLPEDFQEMGLLRREADFYQVQPLIEALQEKEVELSKAEKNAMLNITLKQRVQTVHFTVREAPQIYSLSSSSMEVFNANIFSTSCLFLKLLGSKLLYCSNGNLSSITSHLQDPNHLTLDWVANVEGLPEEEYTKQNLKRLWVVPANKQINSFQVFVEEVLKIALSDGFCIDSSHPHALDFMNNKIIRLIRYR. Result: 0 (no interaction). (5) The miRNA is rno-miR-434-3p with sequence UUUGAACCAUCACUCGACUCCU. The protein sequence of the target gene is MQRANHSTVTQFILVGFSVFPHLQLMLFLLFLLMYLFTLLGNLLIMATVWSERSLHTPMYLFLCALSVSEILYTVAIIPRMLADLLSTQRSIAFLACASQMFFSFSFGFTHSFLLTVMGYDRYVAICHPLRYNVLMSPRGCACLVGCSWAGGLVMGMVVTSAIFHLAFCGHKEIHHFACHVPPLLKLACGDDVLVVAKGVGLVCITALLGCFLLILLSYAFIVAAILKIPSAEGRNKAFSTCASHLTVVVVHYGFASVIYLKPKSPQSLEGDTLMGITYTVLTPFLSPIIFSLRNKELKV.... Result: 0 (no interaction). (6) Result: 0 (no interaction). The protein sequence of the target gene is MDGTIKEALSVVSDDQSLFDSAYGAAAHLPKADMTASGSPDYGQPHKINPLPPQQEWINQPVRVNVKREYDHMNGSRESPVDCSVSKCSKLVGGGESNPMNYNSYMDEKNGPPPPNMTTNERRVIVPADPTLWTQEHVRQWLEWAIKEYSLMEIDTSFFQNMDGKELCKMNKEDFLRATTLYNTEVLLSHLSYLRESSLLAYNTTSHTDQSSRLSVKEDPSYDSVRRGAWGNNMNSGLNKSPPLGGAQTISKNTEQRPQPDPYQILGPTSSRLANPGSGQIQLWQFLLELLSDSANASCI.... The miRNA is hsa-miR-4308 with sequence UCCCUGGAGUUUCUUCUU. (7) The miRNA is hsa-miR-761 with sequence GCAGCAGGGUGAAACUGACACA. The protein sequence of the target gene is MAQGSGGREGALRTPAGGWHSPPSPDMQELLRSVERDLSIDPRQLAPAPGGTHVVALVPARWLASLRDRRLPLGPCPRAEGLGEAEVRTLLQRSVQRLPAGWTRVEVHGLRKRRLSYPLGGGLPFEDGSCGPETLTRFMQEVAAQNYRNLWRHAYHTYGQPYSHSPAPSAVPALDSVRQALQRVYGCSFLPVGETTQCPSYAREGPCPPRGSPACPSLLRAEALLESPEMLYVVHPYVQFSLHDVVTFSPAKLTNSQAKVLFILFRVLRAMDACHRQGLACGALSLYHIAVDEKLCSELR.... Result: 1 (interaction). (8) The miRNA is dme-miR-12-5p with sequence UGAGUAUUACAUCAGGUACUGGU. The protein sequence of the target gene is MSVRLPQSIDRLSSLSSLGDSAPERKSPSHHRQPSDASETTGLVQRCVIIQKDQHGFGFTVSGDRIVLVQSVRPGGAAMKAGVKEGDRIIKVNGTMVTNSSHLEVVKLIKSGAYVALTLLGSSPSSMGISGLQQDPSPAGAPRITSVIPSPPPPPPLPPPQRITGPKPLQDPEVQKHATQILRNMLRQEEKELQDILPLYGDTSQRPSEGRLSLDSQEGDSGLDSGTERFPSLSESLMNRNSVLSDPGLDSPRTSPVIMARVAQHHRRQGSDAAVPSTGDQGVDQSPKPLIIGPEEDYDP.... Result: 0 (no interaction). (9) The miRNA is hsa-miR-6752-5p with sequence GGGGGGUGUGGAGCCAGGGGGC. The protein sequence of the target gene is MSEKENNFPPLPKFIPVKPCFYQNFSDEIPVEHQVLVKRIYRLWMFYCATLGVNLIACLAWWIGGGSGTNFGLAFVWLLLFTPCGYVCWFRPVYKAFRADSSFNFMAFFFIFGAQFVLTVIQAIGFSGWGACGWLSAIGFFQYSPGAAVVMLLPAIMFSVSAAMMAIAIMKVHRIYRGAGGSFQKAQTEWNTGTWRNPPSREAQYNNFSGNSLPEYPTVPSYPGSGQWP. Result: 1 (interaction).